From a dataset of Forward reaction prediction with 1.9M reactions from USPTO patents (1976-2016). Predict the product of the given reaction. (1) Given the reactants [Br:1][C:2]1[CH:14]=[CH:13][CH:12]=[CH:11][C:3]=1[CH2:4][O:5][C:6]1[CH:10]=[CH:9][NH:8][N:7]=1.[Cl:15][C:16]1[CH:21]=[CH:20][C:19](I)=[CH:18][CH:17]=1.C([O-])([O-])=O.[K+].[K+].CNC1(NC)CCCCC1, predict the reaction product. The product is: [Cl:15][C:16]1[CH:21]=[CH:20][C:19]([N:8]2[CH:9]=[CH:10][C:6]([O:5][CH2:4][C:3]3[CH:11]=[CH:12][CH:13]=[CH:14][C:2]=3[Br:1])=[N:7]2)=[CH:18][CH:17]=1. (2) Given the reactants N1C=CC=C1[C:6]1[CH:7]=[C:8]([NH:12][C:13]2[C:14]3[CH:21]=[C:20]([C:22]4[CH2:23][CH2:24][N:25]([C:28]([O:30][C:31]([CH3:34])([CH3:33])[CH3:32])=[O:29])[CH2:26][CH:27]=4)[NH:19][C:15]=3[N:16]=[CH:17][N:18]=2)[CH:9]=[CH:10][CH:11]=1.[S:35]1[CH:39]=[CH:38][C:37](B(O)O)=[CH:36]1, predict the reaction product. The product is: [S:35]1[CH:39]=[CH:38][C:37]([C:6]2[CH:7]=[C:8]([NH:12][C:13]3[C:14]4[CH:21]=[C:20]([C:22]5[CH2:23][CH2:24][N:25]([C:28]([O:30][C:31]([CH3:32])([CH3:34])[CH3:33])=[O:29])[CH2:26][CH:27]=5)[NH:19][C:15]=4[N:16]=[CH:17][N:18]=3)[CH:9]=[CH:10][CH:11]=2)=[CH:36]1. (3) The product is: [N:11]1([C:23]2[CH:28]=[CH:27][C:26]([C:29]3[C:33]([CH2:34][N:35]4[CH2:40][CH2:39][N:38]([C:41]5[CH:46]=[CH:45][C:44]([C:47]([F:49])([F:50])[F:48])=[CH:43][N:42]=5)[C@H:37]([CH3:51])[CH2:36]4)=[CH:32][NH:31][N:30]=3)=[CH:25][CH:24]=2)[CH:15]=[CH:14][N:13]=[CH:12]1. Given the reactants C(=NN)C1C(=CC=CC=1)O.[NH:11]1[CH:15]=[CH:14][N:13]=[CH:12]1.C([O-])([O-])=O.[Cs+].[Cs+].Br[C:23]1[CH:28]=[CH:27][C:26]([C:29]2[C:33]([CH2:34][N:35]3[CH2:40][CH2:39][N:38]([C:41]4[CH:46]=[CH:45][C:44]([C:47]([F:50])([F:49])[F:48])=[CH:43][N:42]=4)[CH:37]([CH3:51])[CH2:36]3)=[CH:32][NH:31][N:30]=2)=[CH:25][CH:24]=1, predict the reaction product. (4) Given the reactants Cl[P:2]([C:9]1[CH:14]=[CH:13][CH:12]=[CH:11][CH:10]=1)[C:3]1[CH:8]=[CH:7][CH:6]=[CH:5][CH:4]=1.C(N([CH2:20][CH3:21])CC)C.[CH3:22][O:23][CH2:24][CH2:25][CH2:26][NH2:27], predict the reaction product. The product is: [P:2]([N:27]([P:2]([C:21]1[CH:20]=[CH:14][CH:9]=[CH:10][CH:11]=1)[C:3]1[CH:8]=[CH:7][CH:6]=[CH:5][CH:4]=1)[CH2:26][CH2:25][CH2:24][O:23][CH3:22])([C:9]1[CH:14]=[CH:13][CH:12]=[CH:11][CH:10]=1)[C:3]1[CH:8]=[CH:7][CH:6]=[CH:5][CH:4]=1. (5) Given the reactants [CH3:1][O:2][C:3]([C@@H:5]1[CH2:9][C@@H:8]([S:10]([C:13]2[CH:18]=[CH:17][C:16]([F:19])=[CH:15][C:14]=2[C:20]([F:23])([F:22])[F:21])(=[O:12])=[O:11])[CH2:7][NH:6]1)=[O:4].[C:24](OC(C)(C)C)(=[O:29])[CH2:25][C:26]([CH3:28])=[O:27], predict the reaction product. The product is: [CH3:1][O:2][C:3]([C@@H:5]1[CH2:9][C@@H:8]([S:10]([C:13]2[CH:18]=[CH:17][C:16]([F:19])=[CH:15][C:14]=2[C:20]([F:23])([F:21])[F:22])(=[O:11])=[O:12])[CH2:7][N:6]1[C:24](=[O:29])[CH2:25][C:26](=[O:27])[CH3:28])=[O:4].